This data is from Full USPTO retrosynthesis dataset with 1.9M reactions from patents (1976-2016). The task is: Predict the reactants needed to synthesize the given product. (1) The reactants are: [C:1](N1C=CN=C1)(N1C=CN=C1)=[O:2].[NH2:13][C:14]1[CH:34]=[C:33]([F:35])[CH:32]=[CH:31][C:15]=1[CH2:16][NH:17][CH:18]1[CH2:23][CH2:22][N:21]([CH2:24][C:25]2[CH:30]=[CH:29][CH:28]=[CH:27][CH:26]=2)[CH2:20][CH2:19]1. Given the product [CH2:24]([N:21]1[CH2:22][CH2:23][CH:18]([N:17]2[CH2:16][C:15]3[C:14](=[CH:34][C:33]([F:35])=[CH:32][CH:31]=3)[NH:13][C:1]2=[O:2])[CH2:19][CH2:20]1)[C:25]1[CH:30]=[CH:29][CH:28]=[CH:27][CH:26]=1, predict the reactants needed to synthesize it. (2) Given the product [CH2:34]([N:21]1[C:22](=[O:33])[C:23]2[NH:24][CH:16]=[N:17][C:18]=2[N:19]=[C:20]1[N:37]1[CH2:41][CH2:40][CH2:39][CH2:38]1)[CH2:35][CH3:36], predict the reactants needed to synthesize it. The reactants are: FC1C=CC(C#CCN2C=C([C:16]3[N:24](COCC[Si](C)(C)C)[C:23]4[C:22](=[O:33])[N:21]([CH2:34][CH2:35][CH3:36])[C:20]([N:37]5[CH2:41][CH2:40][CH2:39][CH2:38]5)=[N:19][C:18]=4[N:17]=3)C=N2)=CC=1.Cl. (3) Given the product [C:1]([C:3]1[CH:4]=[C:5]2[C:10](=[CH:11][C:12]=1[O:13][C:14]1[CH:19]=[CH:18][C:17]([C:20](=[O:29])[NH:21][C:22]3[CH:23]=[C:24]([C:35]4[CH:40]=[CH:39][C:38]([CH3:41])=[CH:37][CH:36]=4)[CH:25]=[CH:26][CH:27]=3)=[CH:16][CH:15]=1)[O:9][CH2:8][CH2:7][CH:6]2[C:30]([O:32][CH3:33])=[O:31])#[N:2], predict the reactants needed to synthesize it. The reactants are: [C:1]([C:3]1[CH:4]=[C:5]2[C:10](=[CH:11][C:12]=1[O:13][C:14]1[CH:19]=[CH:18][C:17]([C:20](=[O:29])[NH:21][C:22]3[CH:27]=[CH:26][CH:25]=[C:24](I)[CH:23]=3)=[CH:16][CH:15]=1)[O:9][CH2:8][CH2:7][CH:6]2[C:30]([O:32][CH3:33])=[O:31])#[N:2].B(O)(O)[C:35]1[CH:36]=[CH:37][C:38]([CH3:41])=[CH:39][CH:40]=1.C([O-])([O-])=O.[Na+].[Na+].C1(C)C=CC=CC=1. (4) Given the product [Br:14][C:15]1[CH:16]=[N:17][C:18]([NH:21][C:6](=[O:7])[C:5]2[CH:9]=[CH:10][C:2]([Cl:1])=[C:3]([N+:11]([O-:13])=[O:12])[CH:4]=2)=[N:19][CH:20]=1, predict the reactants needed to synthesize it. The reactants are: [Cl:1][C:2]1[CH:10]=[CH:9][C:5]([C:6](Cl)=[O:7])=[CH:4][C:3]=1[N+:11]([O-:13])=[O:12].[Br:14][C:15]1[CH:16]=[N:17][C:18]([NH2:21])=[N:19][CH:20]=1.